This data is from Forward reaction prediction with 1.9M reactions from USPTO patents (1976-2016). The task is: Predict the product of the given reaction. (1) The product is: [ClH:30].[N:18]1[CH:23]=[CH:22][C:21]([N:24]2[CH2:25][CH2:26][CH:27]([C:28]([NH:16][C:11]3[CH:12]=[CH:13][CH:14]=[CH:15][C:10]=3[C:9]([NH:8][C:5]3[CH:4]=[CH:3][C:2]([F:1])=[CH:7][CH:6]=3)=[O:17])=[O:29])[CH2:31][CH2:32]2)=[CH:20][CH:19]=1. Given the reactants [F:1][C:2]1[CH:7]=[CH:6][C:5]([NH:8][C:9](=[O:17])[C:10]2[CH:15]=[CH:14][CH:13]=[CH:12][C:11]=2[NH2:16])=[CH:4][CH:3]=1.[N:18]1[CH:23]=[CH:22][C:21]([N:24]2[CH2:32][CH2:31][CH:27]([C:28]([Cl:30])=[O:29])[CH2:26][CH2:25]2)=[CH:20][CH:19]=1, predict the reaction product. (2) Given the reactants [F:1][C:2]1[CH:10]=[CH:9][C:5]([C:6]([OH:8])=[O:7])=[C:4]([N+:11]([O-:13])=[O:12])[CH:3]=1.[CH3:14]O, predict the reaction product. The product is: [F:1][C:2]1[CH:10]=[CH:9][C:5]([C:6]([O:8][CH3:14])=[O:7])=[C:4]([N+:11]([O-:13])=[O:12])[CH:3]=1. (3) The product is: [Cl:25][C:26]1[CH:27]=[CH:28][C:29]2[CH:33]=[C:32]([C:34]([NH:4][C@@H:5]([C:10]([N:12]3[CH2:17][CH2:16][N:15]([CH:18]4[CH2:19][CH2:20][N:21]([CH3:24])[CH2:22][CH2:23]4)[CH2:14][CH2:13]3)=[O:11])[CH2:6][C:7](=[O:9])[NH2:8])=[O:35])[S:31][C:30]=2[CH:37]=1. Given the reactants Cl.Cl.Cl.[NH2:4][C@@H:5]([C:10]([N:12]1[CH2:17][CH2:16][N:15]([CH:18]2[CH2:23][CH2:22][N:21]([CH3:24])[CH2:20][CH2:19]2)[CH2:14][CH2:13]1)=[O:11])[CH2:6][C:7](=[O:9])[NH2:8].[Cl:25][C:26]1[CH:27]=[CH:28][C:29]2[CH:33]=[C:32]([C:34](O)=[O:35])[S:31][C:30]=2[CH:37]=1, predict the reaction product.